Dataset: Peptide-MHC class I binding affinity with 185,985 pairs from IEDB/IMGT. Task: Regression. Given a peptide amino acid sequence and an MHC pseudo amino acid sequence, predict their binding affinity value. This is MHC class I binding data. (1) The peptide sequence is IEELREHLL. The MHC is HLA-B15:03 with pseudo-sequence HLA-B15:03. The binding affinity (normalized) is 0.102. (2) The peptide sequence is LLYAHINAL. The binding affinity (normalized) is 0.870. The MHC is HLA-A02:01 with pseudo-sequence HLA-A02:01. (3) The peptide sequence is ETINEEAAEW. The MHC is HLA-B53:01 with pseudo-sequence HLA-B53:01. The binding affinity (normalized) is 0.172.